The task is: Predict the reaction yield, written as a fraction of the theoretical maximum amount of product (1.0 means a 100% yield; for example, 0.34 means a 34% yield).. This data is from Reaction yield outcomes from USPTO patents with 853,638 reactions. The reactants are [CH:1]([C:4]1[CH:9]=[C:8]([O:10][CH3:11])[C:7]([C:12]([F:15])([F:14])[F:13])=[CH:6][C:5]=1S(C1C=CC(C)=CC=1)(=O)=O)([CH3:3])[CH3:2].[OH-:26].[Na+].Cl. The yield is 0.810. The product is [CH:1]([C:4]1[CH:9]=[C:8]([O:10][CH3:11])[C:7]([C:12]([F:15])([F:14])[F:13])=[CH:6][C:5]=1[OH:26])([CH3:3])[CH3:2]. The catalyst is CO.O.